Dataset: Full USPTO retrosynthesis dataset with 1.9M reactions from patents (1976-2016). Task: Predict the reactants needed to synthesize the given product. Given the product [CH:1]([C:4]1[CH:5]=[CH:6][C:7]([C:10]#[C:11][CH2:12][NH:13][C:37]([C:33]2[N:34]([CH3:36])[CH:35]=[C:31]([NH:30][C:28]([C:23]3[C:22]([C:19]4[CH:18]=[CH:17][C:16]([C:15]([F:41])([F:14])[F:40])=[CH:21][CH:20]=4)=[CH:27][CH:26]=[CH:25][CH:24]=3)=[O:29])[CH:32]=2)=[O:38])=[CH:8][CH:9]=1)([CH3:3])[CH3:2], predict the reactants needed to synthesize it. The reactants are: [CH:1]([C:4]1[CH:9]=[CH:8][C:7]([C:10]#[C:11][CH2:12][NH2:13])=[CH:6][CH:5]=1)([CH3:3])[CH3:2].[F:14][C:15]([F:41])([F:40])[C:16]1[CH:21]=[CH:20][C:19]([C:22]2[C:23]([C:28]([NH:30][C:31]3[CH:32]=[C:33]([C:37](O)=[O:38])[N:34]([CH3:36])[CH:35]=3)=[O:29])=[CH:24][CH:25]=[CH:26][CH:27]=2)=[CH:18][CH:17]=1.CN(C(ON1N=NC2C=CC=CC1=2)=[N+](C)C)C.[B-](F)(F)(F)F.C(N(C(C)C)C(C)C)C.